Dataset: Reaction yield outcomes from USPTO patents with 853,638 reactions. Task: Predict the reaction yield, written as a fraction of the theoretical maximum amount of product (1.0 means a 100% yield; for example, 0.34 means a 34% yield). (1) The yield is 0.230. The product is [F:34][CH:35]([F:39])[C:36]([NH:1][CH2:2][C@@H:3]1[O:7][C:6](=[O:8])[N:5]([C:9]2[CH:14]=[CH:13][C:12]([N:15]3[CH:19]=[C:18]([CH2:20][N:21]4[CH:25]=[N:24][CH:23]=[N:22]4)[N:17]=[CH:16]3)=[C:11]([F:26])[CH:10]=2)[CH2:4]1)=[O:37]. The catalyst is C(Cl)Cl. The reactants are [NH2:1][CH2:2][CH:3]1[O:7][C:6](=[O:8])[N:5]([C:9]2[CH:14]=[CH:13][C:12]([N:15]3[CH:19]=[C:18]([CH2:20][N:21]4[CH:25]=[N:24][CH:23]=[N:22]4)[N:17]=[CH:16]3)=[C:11]([F:26])[CH:10]=2)[CH2:4]1.CN1CCOCC1.[F:34][CH:35]([F:39])[C:36](O)=[O:37].CCN=C=NCCCN(C)C.Cl. (2) The reactants are [C:1]([C:3]1[CH:4]=[C:5]([CH:10]=[CH:11][C:12]=1[O:13][CH:14]([CH3:16])[CH3:15])[C:6]([O:8][CH3:9])=[O:7])#[N:2].[OH-].[Na+].FC(F)(F)C(OC1[C:29]([F:30])=[C:28]([F:31])[C:27]([F:32])=[C:26]([F:33])[C:25]=1[F:34])=O.C(N(CC)CC)C. The catalyst is CO.O. The product is [C:1]([C:3]1[CH:4]=[C:5]([CH:10]=[CH:11][C:12]=1[O:13][CH:14]([CH3:16])[CH3:15])[C:6]([O:8][C:9]1[C:29]([F:30])=[C:28]([F:31])[C:27]([F:32])=[C:26]([F:33])[C:25]=1[F:34])=[O:7])#[N:2]. The yield is 0.835. (3) The reactants are [H-].[Al+3].[Li+].[H-].[H-].[H-].[Cl:7][C:8]1[N:12]([C:13]2[CH:18]=[CH:17][CH:16]=[CH:15][CH:14]=2)[N:11]=[C:10]([C:19]([F:22])([F:21])[F:20])[C:9]=1[CH:23]=[O:24].C(OCC)(=O)C.O. The catalyst is C1COCC1. The product is [Cl:7][C:8]1[N:12]([C:13]2[CH:14]=[CH:15][CH:16]=[CH:17][CH:18]=2)[N:11]=[C:10]([C:19]([F:21])([F:20])[F:22])[C:9]=1[CH2:23][OH:24]. The yield is 0.999. (4) The reactants are P(Cl)(Cl)([Cl:3])=O.O[C:7]1[N:14]=[CH:13][C:12]([I:15])=[CH:11][C:8]=1[C:9]#[N:10]. The catalyst is S(=O)(=O)(O)O.O. The product is [Cl:3][C:7]1[N:14]=[CH:13][C:12]([I:15])=[CH:11][C:8]=1[C:9]#[N:10]. The yield is 0.700. (5) The reactants are [H-].[Na+].[NH:3]1[C:11]2[CH2:10][CH2:9][CH2:8][C:7](=[S:12])[C:6]=2[CH:5]=[CH:4]1.CI.[C:15]([O-])(O)=O.[Na+].C(C1C(=O)C(Cl)=C(Cl)C(=O)C=1C#N)#N. The catalyst is C1COCC1. The product is [CH3:15][S:12][C:7]1[CH:8]=[CH:9][CH:10]=[C:11]2[C:6]=1[CH:5]=[CH:4][NH:3]2. The yield is 0.582.